This data is from Reaction yield outcomes from USPTO patents with 853,638 reactions. The task is: Predict the reaction yield, written as a fraction of the theoretical maximum amount of product (1.0 means a 100% yield; for example, 0.34 means a 34% yield). The reactants are Cl.[Cl:2][CH2:3][CH2:4][NH:5][CH2:6][CH2:7][Cl:8].[OH-].[Na+].[C:11](O[C:11]([O:13][C:14]([CH3:17])([CH3:16])[CH3:15])=[O:12])([O:13][C:14]([CH3:17])([CH3:16])[CH3:15])=[O:12]. The catalyst is ClCCl. The product is [C:14]([O:13][C:11](=[O:12])[N:5]([CH2:6][CH2:7][Cl:8])[CH2:4][CH2:3][Cl:2])([CH3:17])([CH3:16])[CH3:15]. The yield is 1.00.